Dataset: Reaction yield outcomes from USPTO patents with 853,638 reactions. Task: Predict the reaction yield, written as a fraction of the theoretical maximum amount of product (1.0 means a 100% yield; for example, 0.34 means a 34% yield). (1) The reactants are [C:1]([C:4]1[S:12][C:11]2[C:10]([N:13]3[CH2:18][CH2:17][CH:16]([CH2:19][CH2:20][NH:21]C(=O)OC(C)(C)C)[CH2:15][CH2:14]3)=[N:9][C:8]([CH3:29])=[N:7][C:6]=2[CH:5]=1)(=[O:3])[NH2:2]. The catalyst is Cl.CO. The product is [NH2:21][CH2:20][CH2:19][CH:16]1[CH2:17][CH2:18][N:13]([C:10]2[C:11]3[S:12][C:4]([C:1]([NH2:2])=[O:3])=[CH:5][C:6]=3[N:7]=[C:8]([CH3:29])[N:9]=2)[CH2:14][CH2:15]1. The yield is 0.670. (2) The reactants are [Cl-].[CH2:2]([C@@H:9]1[C@@H:17]([CH2:18][C:19]2[CH:24]=[CH:23][CH:22]=[CH:21][CH:20]=2)[C@H:16]([CH3:25])[O:15][C:14](=[O:26])[C@@H:13]([NH3+:27])[CH2:12][O:11][CH2:10]1)[C:3]1[CH:8]=[CH:7][CH:6]=[CH:5][CH:4]=1.[OH:28][C:29]1[C:30]([C:37](O)=[O:38])=[N:31][CH:32]=[CH:33][C:34]=1[O:35][CH3:36].C(N(C(C)C)C(C)C)C.F[P-](F)(F)(F)(F)F.N1(O[P+](N2CCCC2)(N2CCCC2)N2CCCC2)C2C=CC=CC=2N=N1. The catalyst is C(Cl)Cl. The product is [CH2:2]([C@@H:9]1[C@@H:17]([CH2:18][C:19]2[CH:24]=[CH:23][CH:22]=[CH:21][CH:20]=2)[C@H:16]([CH3:25])[O:15][C:14](=[O:26])[C@@H:13]([NH:27][C:37](=[O:38])[C:30]2[C:29]([OH:28])=[C:34]([O:35][CH3:36])[CH:33]=[CH:32][N:31]=2)[CH2:12][O:11][CH2:10]1)[C:3]1[CH:8]=[CH:7][CH:6]=[CH:5][CH:4]=1. The yield is 0.740. (3) The reactants are C(O[CH2:4][NH:5][C:6]1[CH:27]=[CH:26][C:9]([C:10]([NH:12][CH2:13][C:14]2[S:15][C:16]([O:19][C:20]3[CH:25]=[CH:24][CH:23]=[CH:22][CH:21]=3)=[CH:17][CH:18]=2)=[O:11])=[CH:8][N:7]=1)C.[BH4-].[Na+].O.C(OCC)(=O)C. The catalyst is CS(C)=O. The product is [CH3:4][NH:5][C:6]1[CH:27]=[CH:26][C:9]([C:10]([NH:12][CH2:13][C:14]2[S:15][C:16]([O:19][C:20]3[CH:21]=[CH:22][CH:23]=[CH:24][CH:25]=3)=[CH:17][CH:18]=2)=[O:11])=[CH:8][N:7]=1. The yield is 0.481. (4) The reactants are [Cl:1][C:2]1[N:10](CC=C)[C:9]2[C:8](=[O:14])[N:7]([CH3:15])[C:6](=[O:16])[NH:5][C:4]=2[N:3]=1.C([O-])([O-])=O.[Na+].[Na+].Br[CH2:24][CH2:25][CH2:26][C:27]#[N:28].N1CCOCC1.Cl. The catalyst is CN(C=O)C.C1C=CC([P]([Pd]([P](C2C=CC=CC=2)(C2C=CC=CC=2)C2C=CC=CC=2)([P](C2C=CC=CC=2)(C2C=CC=CC=2)C2C=CC=CC=2)[P](C2C=CC=CC=2)(C2C=CC=CC=2)C2C=CC=CC=2)(C2C=CC=CC=2)C2C=CC=CC=2)=CC=1.O.C(OCC)(=O)C. The product is [Cl:1][C:2]1[NH:10][C:9]2[C:8](=[O:14])[N:7]([CH3:15])[C:6](=[O:16])[N:5]([CH2:24][CH2:25][CH2:26][C:27]#[N:28])[C:4]=2[N:3]=1. The yield is 0.510. (5) The reactants are [CH2:1]([O:3][C:4]([C:6]1([NH:15][C:16](=[O:25])[C:17]2[CH:22]=[CH:21][CH:20]=[C:19]([CH3:23])[C:18]=2I)[CH2:14][C:13]2[C:8](=[CH:9][CH:10]=[CH:11][CH:12]=2)[CH2:7]1)=[O:5])[CH3:2].[CH:26]1([CH:29]=[CH:30]B2OC(C)(C)C(C)(C)O2)[CH2:28][CH2:27]1.C([O-])([O-])=O.[K+].[K+]. The catalyst is CCO.O1CCOCC1.[Pd]. The product is [CH2:1]([O:3][C:4]([C:6]1([NH:15][C:16](=[O:25])[C:17]2[CH:22]=[CH:21][CH:20]=[C:19]([CH3:23])[C:18]=2[CH:30]=[CH:29][CH:26]2[CH2:28][CH2:27]2)[CH2:14][C:13]2[C:8](=[CH:9][CH:10]=[CH:11][CH:12]=2)[CH2:7]1)=[O:5])[CH3:2]. The yield is 0.490. (6) The reactants are [OH:1][C:2]1[C:7]([CH2:8][CH2:9][CH3:10])=[C:6]([OH:11])[CH:5]=[CH:4][C:3]=1[C:12](=[O:14])[CH3:13].C(N(CC)CC)C.[CH3:22][N:23]([CH3:27])[C:24](Cl)=[S:25]. The catalyst is ClCCl. The product is [C:12]([C:3]1[CH:4]=[CH:5][C:6]([O:11][C:24](=[S:25])[N:23]([CH3:27])[CH3:22])=[C:7]([CH2:8][CH2:9][CH3:10])[C:2]=1[OH:1])(=[O:14])[CH3:13]. The yield is 0.410.